This data is from Full USPTO retrosynthesis dataset with 1.9M reactions from patents (1976-2016). The task is: Predict the reactants needed to synthesize the given product. (1) Given the product [CH:18]1([C@H:23]([C:25]2[O:26][C:27]([C:30]3[C:31]4[CH:38]=[CH:37][NH:36][C:32]=4[N:33]=[CH:34][N:35]=3)=[CH:28][N:29]=2)[CH2:9][C:7]#[N:8])[CH2:22][CH2:21][CH2:20][CH2:19]1, predict the reactants needed to synthesize it. The reactants are: CC(C)([O-])C.[K+].[C:7]([CH2:9]P(=O)(OCC)OCC)#[N:8].[CH:18]1([C:23]([C:25]2[O:26][C:27]([C:30]3[C:31]4[CH:38]=[CH:37][N:36](COCC[Si](C)(C)C)[C:32]=4[N:33]=[CH:34][N:35]=3)=[CH:28][N:29]=2)=O)[CH2:22][CH2:21][CH2:20][CH2:19]1. (2) The reactants are: [CH2:1]([O:3][C:4]1[C:13]([O:14][CH3:15])=[CH:12][C:11]2[C:10]([C:16]3[CH:25]=[CH:24][C:19]([C:20]([O:22]C)=[O:21])=[CH:18][CH:17]=3)=[N:9][C@@H:8]3[CH2:26][CH2:27][S:28][CH2:29][C@@H:7]3[C:6]=2[CH:5]=1)[CH3:2].[OH-].[Na+:31].[ClH:32]. Given the product [CH2:1]([O:3][C:4]1[C:13]([O:14][CH3:15])=[CH:12][C:11]2[C:10]([C:16]3[CH:17]=[CH:18][C:19]([C:20]([OH:22])=[O:21])=[CH:24][CH:25]=3)=[N:9][C@@H:8]3[CH2:26][CH2:27][S:28][CH2:29][C@@H:7]3[C:6]=2[CH:5]=1)[CH3:2].[Cl-:32].[Na+:31], predict the reactants needed to synthesize it. (3) Given the product [C:1]([NH:9][C:10]1[CH:45]=[CH:44][N:13]([C@@H:14]2[O:43][C@H:40]([CH2:41][O:42][C:53]([C:62]3[CH:67]=[CH:66][CH:65]=[CH:64][CH:63]=3)([C:54]3[CH:59]=[CH:58][C:57]([O:60][CH3:61])=[CH:56][CH:55]=3)[C:52]3[CH:51]=[CH:50][C:49]([O:48][CH3:47])=[CH:70][CH:69]=3)[C@@H:38]([OH:39])[C@H:15]2[O:16][CH2:17][CH2:18][CH2:19][N:20]([C:31]([O:33][C:34]([CH3:35])([CH3:36])[CH3:37])=[O:32])[C:21]([NH2:30])=[N:22][C:23]([O:25][C:26]([CH3:29])([CH3:28])[CH3:27])=[O:24])[C:12](=[O:46])[N:11]=1)(=[O:8])[C:2]1[CH:3]=[CH:4][CH:5]=[CH:6][CH:7]=1, predict the reactants needed to synthesize it. The reactants are: [C:1]([NH:9][C:10]1[CH:45]=[CH:44][N:13]([C@@H:14]2[O:43][C@H:40]([CH2:41][OH:42])[C@@H:38]([OH:39])[C@H:15]2[O:16][CH2:17][CH2:18][CH2:19][N:20]([C:31]([O:33][C:34]([CH3:37])([CH3:36])[CH3:35])=[O:32])[C:21]([NH2:30])=[N:22][C:23]([O:25][C:26]([CH3:29])([CH3:28])[CH3:27])=[O:24])[C:12](=[O:46])[N:11]=1)(=[O:8])[C:2]1[CH:7]=[CH:6][CH:5]=[CH:4][CH:3]=1.[CH3:47][O:48][C:49]1[CH:70]=[CH:69][C:52]([C:53](Cl)([C:62]2[CH:67]=[CH:66][CH:65]=[CH:64][CH:63]=2)[C:54]2[CH:59]=[CH:58][C:57]([O:60][CH3:61])=[CH:56][CH:55]=2)=[CH:51][CH:50]=1. (4) The reactants are: C(O[C:4](=[O:20])[C:5](=[CH:11][NH:12][C:13]1[CH:18]=[CH:17][C:16]([F:19])=[CH:15][CH:14]=1)[C:6]([O:8][CH2:9][CH3:10])=[O:7])C. Given the product [CH2:9]([O:8][C:6]([C:5]1[C:4](=[O:20])[C:14]2[C:13](=[CH:18][CH:17]=[C:16]([F:19])[CH:15]=2)[NH:12][CH:11]=1)=[O:7])[CH3:10], predict the reactants needed to synthesize it.